Predict which catalyst facilitates the given reaction. From a dataset of Catalyst prediction with 721,799 reactions and 888 catalyst types from USPTO. (1) Product: [CH3:1][C:2]1[CH:7]=[C:6]([C:8]2[CH:9]=[CH:10][C:11]3[N:17]4[CH2:18][C@H:14]([CH2:15][CH2:16]4)[N:13]([C:24]([N:42]4[CH2:43][CH2:44][CH:40]([CH3:39])[CH2:41]4)=[O:30])[C:12]=3[N:19]=2)[CH:5]=[CH:4][N:3]=1. Reactant: [CH3:1][C:2]1[CH:7]=[C:6]([C:8]2[CH:9]=[CH:10][C:11]3[N:17]4[CH2:18][C@H:14]([CH2:15][CH2:16]4)[NH:13][C:12]=3[N:19]=2)[CH:5]=[CH:4][N:3]=1.ClC(Cl)(O[C:24](=[O:30])OC(Cl)(Cl)Cl)Cl.C(N(CC)CC)C.[CH3:39][CH:40]1[CH2:44][CH2:43][NH:42][CH2:41]1. The catalyst class is: 7. (2) Reactant: Br[C:2]1[CH:3]=[N:4][C:5]([O:8][CH2:9][CH2:10][O:11][C:12]2[C:16]([C:17]3[CH:22]=[CH:21][C:20]([CH3:23])=[CH:19][CH:18]=3)=[C:15]([NH:24][S:25]([C:28]3[CH:33]=[CH:32][C:31]([C:34]([CH3:37])([CH3:36])[CH3:35])=[CH:30][CH:29]=3)(=[O:27])=[O:26])[N:14]([CH3:38])[N:13]=2)=[N:6][CH:7]=1.C([Li])CCC.CN(C)[CH:46]=[O:47]. Product: [C:34]([C:31]1[CH:32]=[CH:33][C:28]([S:25]([NH:24][C:15]2[N:14]([CH3:38])[N:13]=[C:12]([O:11][CH2:10][CH2:9][O:8][C:5]3[N:4]=[CH:3][C:2]([CH:46]=[O:47])=[CH:7][N:6]=3)[C:16]=2[C:17]2[CH:22]=[CH:21][C:20]([CH3:23])=[CH:19][CH:18]=2)(=[O:27])=[O:26])=[CH:29][CH:30]=1)([CH3:37])([CH3:36])[CH3:35]. The catalyst class is: 7. (3) Reactant: [NH2:1][C:2]1[N:7]=[C:6](C2C(C)=C(S([O-])(=O)=O)C(C)=CC=2C)[C:5]([CH2:21][C:22]2[CH:27]=[CH:26][C:25]([Br:28])=[CH:24][C:23]=2[O:29][CH3:30])=[C:4]([CH3:31])[N:3]=1.[CH2:32]([NH2:36])[CH2:33][CH2:34][CH3:35].FC(F)(F)C(O)=O.C([O-])(O)=O.[Na+]. Product: [Br:28][C:25]1[CH:26]=[CH:27][C:22]([CH2:21][C:5]2[C:6]([NH:36][CH2:32][CH2:33][CH2:34][CH3:35])=[N:7][C:2]([NH2:1])=[N:3][C:4]=2[CH3:31])=[C:23]([O:29][CH3:30])[CH:24]=1. The catalyst class is: 397. (4) Reactant: [CH:1]([C:4]1[NH:8][N:7]=[C:6]([O:9][C@@H:10]2[O:27][C@H:26]([CH2:28][O:29]C(=O)C)[C@@H:21]([O:22]C(=O)C)[C@H:16]([O:17]C(=O)C)[C@H:11]2[O:12]C(=O)C)[C:5]=1[CH2:33][C:34]1[CH:39]=[CH:38][CH:37]=[CH:36][C:35]=1[O:40][CH2:41][C:42]1[CH:47]=[CH:46][CH:45]=[CH:44][CH:43]=1)([CH3:3])[CH3:2].C[O-].[Na+]. Product: [CH2:41]([O:40][C:35]1[CH:36]=[CH:37][CH:38]=[CH:39][C:34]=1[CH2:33][C:5]1[C:6]([O:9][C@@H:10]2[O:27][C@H:26]([CH2:28][OH:29])[C@@H:21]([OH:22])[C@H:16]([OH:17])[C@H:11]2[OH:12])=[N:7][NH:8][C:4]=1[CH:1]([CH3:3])[CH3:2])[C:42]1[CH:47]=[CH:46][CH:45]=[CH:44][CH:43]=1. The catalyst class is: 83. (5) Reactant: O[C:2]1[CH:3]=[C:4]([C:8](=[O:10])[CH3:9])[CH:5]=[CH:6][CH:7]=1.[OH-].[K+]. Product: [C:4]1([CH:8]=[CH:9][C:8]([C:4]2[CH:5]=[CH:6][CH:7]=[CH:2][CH:3]=2)=[O:10])[CH:5]=[CH:6][CH:7]=[CH:2][CH:3]=1. The catalyst class is: 14. (6) Reactant: [Br:1][C:2]1[CH:7]=[CH:6][C:5]([NH:8]C(=O)C)=[C:4]([CH3:12])[C:3]=1[Cl:13].[OH-].[Na+]. Product: [Br:1][C:2]1[CH:7]=[CH:6][C:5]([NH2:8])=[C:4]([CH3:12])[C:3]=1[Cl:13]. The catalyst class is: 561. (7) Reactant: [NH2:1][C:2]1[N:7]=[C:6]([N:8]2[CH2:14][C:13]3[CH:15]=[C:16]([C:19]4[CH:20]=[C:21]([NH2:26])[C:22]([NH2:25])=[CH:23][CH:24]=4)[CH:17]=[CH:18][C:12]=3[O:11][CH2:10][CH2:9]2)[C:5]([CH:27]([CH3:29])[CH3:28])=[C:4]([CH3:30])[N:3]=1.[CH3:31][O:32][C:33]([NH:35][C:36](=NC(OC)=O)SC)=[O:34]. Product: [NH2:1][C:2]1[N:7]=[C:6]([N:8]2[CH2:14][C:13]3[CH:15]=[C:16]([C:19]4[CH:24]=[CH:23][C:22]5[NH:25][C:36]([NH:35][C:33](=[O:34])[O:32][CH3:31])=[N:26][C:21]=5[CH:20]=4)[CH:17]=[CH:18][C:12]=3[O:11][CH2:10][CH2:9]2)[C:5]([CH:27]([CH3:28])[CH3:29])=[C:4]([CH3:30])[N:3]=1. The catalyst class is: 15. (8) Reactant: [NH2:1][C:2]1[C:7]([C:8]2[O:9][C:10]3[C:11](=[C:13]([OH:17])[CH:14]=[CH:15][CH:16]=3)[N:12]=2)=[CH:6][C:5]([Br:18])=[CH:4][N:3]=1.[C:19](=O)([O-])[O-].[K+].[K+]. Product: [Br:18][C:5]1[CH:6]=[C:7]([C:8]2[O:9][C:10]3[CH:16]=[CH:15][CH:14]=[C:13]([O:17][CH3:19])[C:11]=3[N:12]=2)[C:2]([NH2:1])=[N:3][CH:4]=1. The catalyst class is: 3.